From a dataset of Forward reaction prediction with 1.9M reactions from USPTO patents (1976-2016). Predict the product of the given reaction. Given the reactants [C:1]([C:5]1[CH:10]=[CH:9][C:8]([C:11]2[N:12]([C:30](Cl)=[O:31])[CH:13]([C:23]3[CH:28]=[CH:27][C:26]([Cl:29])=[CH:25][CH:24]=3)[CH:14]([C:16]3[CH:21]=[CH:20][C:19]([Cl:22])=[CH:18][CH:17]=3)[N:15]=2)=[C:7]([O:33][CH2:34][CH3:35])[CH:6]=1)([CH3:4])([CH3:3])[CH3:2].[CH3:36][O:37][CH2:38][CH2:39][N:40]1[CH2:45][CH2:44][NH:43][CH2:42][CH2:41]1, predict the reaction product. The product is: [ClH:22].[C:1]([C:5]1[CH:10]=[CH:9][C:8]([C:11]2[N:12]([C:30]([N:43]3[CH2:44][CH2:45][N:40]([CH2:39][CH2:38][O:37][CH3:36])[CH2:41][CH2:42]3)=[O:31])[C@H:13]([C:23]3[CH:24]=[CH:25][C:26]([Cl:29])=[CH:27][CH:28]=3)[C@H:14]([C:16]3[CH:17]=[CH:18][C:19]([Cl:22])=[CH:20][CH:21]=3)[N:15]=2)=[C:7]([O:33][CH2:34][CH3:35])[CH:6]=1)([CH3:4])([CH3:2])[CH3:3].